The task is: Predict the reaction yield, written as a fraction of the theoretical maximum amount of product (1.0 means a 100% yield; for example, 0.34 means a 34% yield).. This data is from Reaction yield outcomes from USPTO patents with 853,638 reactions. (1) The reactants are [F:1][C:2]1[CH:7]=[C:6]([CH:8]([CH3:12])[C:9]([OH:11])=[O:10])[CH:5]=[CH:4][C:3]=1[C:13]1[CH:18]=[CH:17][C:16]([C:19]([F:22])([F:21])[F:20])=[CH:15][CH:14]=1.S(=O)(=O)(O)O.[CH3:28]O. No catalyst specified. The product is [CH3:28][O:10][C:9](=[O:11])[CH:8]([C:6]1[CH:7]=[C:2]([F:1])[C:3]([C:13]2[CH:18]=[CH:17][C:16]([C:19]([F:20])([F:21])[F:22])=[CH:15][CH:14]=2)=[CH:4][CH:5]=1)[CH3:12]. The yield is 0.950. (2) The reactants are N[C:2]1[CH:11]=[CH:10][CH:9]=[C:8]2[C:3]=1[C:4](O)([C:13]([F:16])([F:15])[F:14])[CH2:5][C:6](=[O:12])[NH:7]2.N([O-])=[O:19].[Na+]. The catalyst is OS(O)(=O)=O.O. The product is [OH:19][C:2]1[CH:11]=[CH:10][CH:9]=[C:8]2[C:3]=1[C:4]([C:13]([F:16])([F:15])[F:14])=[CH:5][C:6](=[O:12])[NH:7]2. The yield is 0.820. (3) The reactants are [CH:1](=[O:10])[C:2]1[C:3](=[CH:6][CH:7]=[CH:8][CH:9]=1)[CH:4]=O.[NH2:11][C@@H:12]([CH3:16])[C:13]([OH:15])=[O:14]. The catalyst is C(#N)C. The product is [O:10]=[C:1]1[C:2]2[C:3](=[CH:6][CH:7]=[CH:8][CH:9]=2)[CH2:4][N:11]1[C@@H:12]([CH3:16])[C:13]([OH:15])=[O:14]. The yield is 0.730.